From a dataset of Forward reaction prediction with 1.9M reactions from USPTO patents (1976-2016). Predict the product of the given reaction. (1) The product is: [CH3:1][O:2][C:3](=[O:20])[C:4]1[CH:9]=[C:8]([CH:10]=[O:21])[C:7]([C:12]([F:15])([F:14])[F:13])=[CH:6][C:5]=1[NH:16][C:17](=[O:19])[CH3:18]. Given the reactants [CH3:1][O:2][C:3](=[O:20])[C:4]1[CH:9]=[C:8]([CH:10]=C)[C:7]([C:12]([F:15])([F:14])[F:13])=[CH:6][C:5]=1[NH:16][C:17](=[O:19])[CH3:18].[O:21]=[O+][O-].O=O.CSC.C1(P(C2C=CC=CC=2)C2C=CC=CC=2)C=CC=CC=1, predict the reaction product. (2) The product is: [C:3]1([C:23]2[CH:24]=[CH:25][CH:26]=[CH:27][CH:28]=2)[C:4]([C:9]([N:11]2[CH2:16][CH2:15][N:14]([C:17](=[O:22])[C:18]([O:21][CH3:29])([CH3:20])[CH3:19])[CH2:13][CH2:12]2)=[O:10])=[CH:5][CH:6]=[CH:7][CH:8]=1. Given the reactants [H-].[Na+].[C:3]1([C:23]2[CH:28]=[CH:27][CH:26]=[CH:25][CH:24]=2)[C:4]([C:9]([N:11]2[CH2:16][CH2:15][N:14]([C:17](=[O:22])[C:18]([OH:21])([CH3:20])[CH3:19])[CH2:13][CH2:12]2)=[O:10])=[CH:5][CH:6]=[CH:7][CH:8]=1.[CH3:29]I, predict the reaction product. (3) Given the reactants [CH2:1]([C@@H:8]1[CH2:19][N:18]2[C:10]([C:11]3[NH:12][C:13]([CH:22]4[CH2:26][CH2:25][CH2:24][CH2:23]4)=[N:14][C:15]=3[N:16]=[C:17]2[C:20]#[N:21])=[N:9]1)[C:2]1[CH:7]=[CH:6][CH:5]=[CH:4][CH:3]=1.[N-:27]=[N+:28]=[N-:29].[Na+].[Cl-].[NH4+].O, predict the reaction product. The product is: [CH2:1]([C@@H:8]1[CH2:19][N:18]2[C:10]([C:11]3[NH:12][C:13]([CH:22]4[CH2:26][CH2:25][CH2:24][CH2:23]4)=[N:14][C:15]=3[N:16]=[C:17]2[C:20]2[NH:29][N:28]=[N:27][N:21]=2)=[N:9]1)[C:2]1[CH:7]=[CH:6][CH:5]=[CH:4][CH:3]=1.